From a dataset of Forward reaction prediction with 1.9M reactions from USPTO patents (1976-2016). Predict the product of the given reaction. (1) Given the reactants Cl[C:2]1[CH:7]=[C:6]([CH:8]([CH3:10])[CH3:9])[NH:5][C:4](=[O:11])[C:3]=1[N+:12]([O-:14])=[O:13].[CH2:15]([NH2:17])[CH3:16].Cl.CCN(CC)CC, predict the reaction product. The product is: [CH2:15]([NH:17][C:2]1[CH:7]=[C:6]([CH:8]([CH3:10])[CH3:9])[NH:5][C:4](=[O:11])[C:3]=1[N+:12]([O-:14])=[O:13])[CH3:16]. (2) Given the reactants [Br:1][C:2]1[CH:3]=[C:4]([CH2:9][CH2:10]O)[CH:5]=[CH:6][C:7]=1[F:8].CC(OI1(OC(C)=O)(OC(C)=O)OC(=O)C2C=CC=CC1=2)=O.[OH-].[Na+].C1(P(C2C=CC=CC=2)(C2C=CC=CC=2)=[CH:43][C:44]([O:46][CH3:47])=[O:45])C=CC=CC=1, predict the reaction product. The product is: [Br:1][C:2]1[CH:3]=[C:4]([CH2:9]/[CH:10]=[CH:43]/[C:44]([O:46][CH3:47])=[O:45])[CH:5]=[CH:6][C:7]=1[F:8].